Dataset: NCI-60 drug combinations with 297,098 pairs across 59 cell lines. Task: Regression. Given two drug SMILES strings and cell line genomic features, predict the synergy score measuring deviation from expected non-interaction effect. (1) Drug 1: CNC(=O)C1=CC=CC=C1SC2=CC3=C(C=C2)C(=NN3)C=CC4=CC=CC=N4. Drug 2: C1=CC=C(C=C1)NC(=O)CCCCCCC(=O)NO. Cell line: TK-10. Synergy scores: CSS=15.1, Synergy_ZIP=-3.70, Synergy_Bliss=-1.15, Synergy_Loewe=-6.92, Synergy_HSA=-1.29. (2) Drug 1: CN1CCC(CC1)COC2=C(C=C3C(=C2)N=CN=C3NC4=C(C=C(C=C4)Br)F)OC. Drug 2: C1=C(C(=O)NC(=O)N1)F. Cell line: UACC-257. Synergy scores: CSS=22.0, Synergy_ZIP=-4.25, Synergy_Bliss=-0.0266, Synergy_Loewe=0.838, Synergy_HSA=0.938. (3) Drug 1: CC1=C(C(=O)C2=C(C1=O)N3CC4C(C3(C2COC(=O)N)OC)N4)N. Drug 2: CC1C(C(CC(O1)OC2CC(CC3=C2C(=C4C(=C3O)C(=O)C5=C(C4=O)C(=CC=C5)OC)O)(C(=O)CO)O)N)O.Cl. Cell line: SR. Synergy scores: CSS=43.6, Synergy_ZIP=-6.19, Synergy_Bliss=-5.49, Synergy_Loewe=-10.6, Synergy_HSA=-2.94.